This data is from KCNQ2 potassium channel screen with 302,405 compounds. The task is: Binary Classification. Given a drug SMILES string, predict its activity (active/inactive) in a high-throughput screening assay against a specified biological target. (1) The result is 1 (active). The molecule is O1CCN(Cc2cc(c3c(nccc3)c2O)COCc2ccccc2)CC1. (2) The drug is O(C=1C(=O)/C(=C\NNc2ncnc(n3nc(cc3c3ccccc3)C)c2)C=CC1)C. The result is 0 (inactive). (3) The molecule is O=C(Nc1cc2oc(=O)cc(c2cc1)C)C1CCCC1. The result is 0 (inactive). (4) The drug is Fc1ccc(C(=O)COC(=O)c2c(n3nnnc3)cccc2)cc1. The result is 0 (inactive). (5) The compound is O=C(N1CCN(CC1)c1c(O)cccc1)c1c2c(nc(c1)c1oc(cc1)C)cccc2. The result is 0 (inactive). (6) The drug is n1(nc(cc1N)C)c1cc(cc(c1)C)C. The result is 0 (inactive).